From a dataset of Full USPTO retrosynthesis dataset with 1.9M reactions from patents (1976-2016). Predict the reactants needed to synthesize the given product. (1) Given the product [NH2:1][C:4]1[C:14]2[NH:13][CH2:12][CH2:11][O:10][C:9](=[O:15])[C:8]=2[CH:7]=[CH:6][CH:5]=1, predict the reactants needed to synthesize it. The reactants are: [N+:1]([C:4]1[C:14]2[NH:13][CH2:12][CH2:11][O:10][C:9](=[O:15])[C:8]=2[CH:7]=[CH:6][CH:5]=1)([O-])=O. (2) The reactants are: [Cl:1][C:2]1[CH:3]=[C:4]([CH:20]=[CH:21][C:22]=1[C:23]([N:25]1[CH2:29][CH2:28][CH2:27][CH:26]1[CH2:30][CH2:31][C:32]([OH:34])=O)=[O:24])[C:5]([NH:7][C@H:8]([C:10]1[NH:14][C:13]2[CH:15]=[CH:16][C:17]([Cl:19])=[CH:18][C:12]=2[N:11]=1)[CH3:9])=[O:6].CN(C(O[N:43]1N=NC2C=[CH:47][CH:48]=[CH:49][C:44]1=2)=[N+](C)C)C.[B-](F)(F)(F)F.C(N(C(C)C)CC)(C)C.N1CCCC1.ClCl. Given the product [Cl:1][C:2]1[CH:3]=[C:4]([CH:20]=[CH:21][C:22]=1[C:23]([N:25]1[CH2:29][CH2:28][CH2:27][CH:26]1[CH2:30][CH2:31][C:32]([N:43]1[CH2:44][CH2:49][CH2:48][CH2:47]1)=[O:34])=[O:24])[C:5]([NH:7][C@H:8]([C:10]1[NH:14][C:13]2[CH:15]=[CH:16][C:17]([Cl:19])=[CH:18][C:12]=2[N:11]=1)[CH3:9])=[O:6], predict the reactants needed to synthesize it. (3) Given the product [Br:1][C:2]1[CH:7]=[CH:6][C:5]([NH2:8])=[C:4]([C:14]2[CH2:15][CH2:16][C:11]([CH3:20])([CH3:10])[CH2:12][CH:13]=2)[CH:3]=1, predict the reactants needed to synthesize it. The reactants are: [Br:1][C:2]1[CH:7]=[CH:6][C:5]([NH2:8])=[C:4](I)[CH:3]=1.[CH3:10][C:11]1([CH3:20])[CH2:16][CH2:15][C:14](B(O)O)=[CH:13][CH2:12]1.C([O-])([O-])=O.[Na+].[Na+].CCO. (4) Given the product [F:35][CH:11]([C:24]1[CH:29]=[CH:28][C:27]([C:30]([CH3:33])([CH3:32])[CH3:31])=[CH:26][CH:25]=1)[CH2:12][O:13][C:14]1[C:23]2[C:18](=[CH:19][CH:20]=[CH:21][CH:22]=2)[N:17]=[CH:16][N:15]=1, predict the reactants needed to synthesize it. The reactants are: C1(C)C=CC(S(O[CH:11]([C:24]2[CH:29]=[CH:28][C:27]([C:30]([CH3:33])([CH3:32])[CH3:31])=[CH:26][CH:25]=2)[CH2:12][O:13][C:14]2[C:23]3[C:18](=[CH:19][CH:20]=[CH:21][CH:22]=3)[N:17]=[CH:16][N:15]=2)(=O)=O)=CC=1.[F-:35].C([N+](CCCC)(CCCC)CCCC)CCC. (5) Given the product [N:1]1([CH2:6][C:7]2[CH:23]=[CH:22][C:10]([CH2:11][N:12]3[CH:20]=[C:19]4[C:14]([N:15]=[CH:16][N:17]=[C:18]4[NH:32][CH2:31][C:29]4[CH:30]=[C:25]([Cl:24])[CH:26]=[CH:27][C:28]=4[O:33][CH3:34])=[N:13]3)=[CH:9][CH:8]=2)[CH:5]=[CH:4][CH:3]=[N:2]1, predict the reactants needed to synthesize it. The reactants are: [N:1]1([CH2:6][C:7]2[CH:23]=[CH:22][C:10]([CH2:11][N:12]3[CH:20]=[C:19]4[C:14]([N:15]=[CH:16][N:17]=[C:18]4Cl)=[N:13]3)=[CH:9][CH:8]=2)[CH:5]=[CH:4][CH:3]=[N:2]1.[Cl:24][C:25]1[CH:26]=[CH:27][C:28]([O:33][CH3:34])=[C:29]([CH2:31][NH2:32])[CH:30]=1.